From a dataset of Catalyst prediction with 721,799 reactions and 888 catalyst types from USPTO. Predict which catalyst facilitates the given reaction. Reactant: [CH:1]([CH:3]1[CH2:7][CH2:6][N:5]([C:8](OC(C)(C)C)=O)[CH2:4]1)=[O:2].FC(F)(F)C(O)=O.BrC[C:24]1[CH:33]=[CH:32][C:27]([C:28]([O:30][CH3:31])=[O:29])=[CH:26][CH:25]=1.C(=O)([O-])[O-].[K+].[K+]. Product: [CH:1]([CH:3]1[CH2:7][CH2:6][N:5]([CH2:8][C:24]2[CH:33]=[CH:32][C:27]([C:28]([O:30][CH3:31])=[O:29])=[CH:26][CH:25]=2)[CH2:4]1)=[O:2]. The catalyst class is: 4.